From a dataset of Forward reaction prediction with 1.9M reactions from USPTO patents (1976-2016). Predict the product of the given reaction. (1) Given the reactants C([N:8]1[CH2:13][CH2:12][CH2:11][C@H:10]([O:14][C:15]2[C:27]([CH:28]3[CH2:30][CH2:29]3)=[CH:26][C:18]([C:19]([O:21][C:22]([CH3:25])([CH3:24])[CH3:23])=[O:20])=[C:17]([F:31])[CH:16]=2)[C@@H:9]1[CH3:32])C1C=CC=CC=1.C([O-])=O.[NH4+], predict the reaction product. The product is: [CH:28]1([C:27]2[C:15]([O:14][C@H:10]3[CH2:11][CH2:12][CH2:13][NH:8][C@H:9]3[CH3:32])=[CH:16][C:17]([F:31])=[C:18]([CH:26]=2)[C:19]([O:21][C:22]([CH3:25])([CH3:24])[CH3:23])=[O:20])[CH2:30][CH2:29]1. (2) The product is: [Br:1][C:2]1[CH:7]=[CH:6][C:5]([C:8](=[O:12])[CH:9]([O:10][CH2:50][CH3:51])[O:11][CH2:15][CH3:16])=[CH:4][C:3]=1[F:13]. Given the reactants [Br:1][C:2]1[CH:7]=[CH:6][C:5]([C:8](=[O:12])[CH:9]([OH:11])[OH:10])=[CH:4][C:3]=1[F:13].F[C:15]1C=C(C2C=NC3N(C(CC4C=C5C(=CC=4)N=CC=C5)=CN=3)N=2)C=C[C:16]=1C(NC[C@H](O)C)=O.C([O-])([O-])O[CH2:50][CH3:51].C1(C)C=CC(S(O)(=O)=O)=CC=1, predict the reaction product. (3) Given the reactants [N+:1]([C:4]1[CH:9]=[CH:8][C:7]([C@@H:10]([CH3:14])[C:11](O)=[O:12])=[CH:6][CH:5]=1)([O-:3])=[O:2].CSC.B.B, predict the reaction product. The product is: [N+:1]([C:4]1[CH:5]=[CH:6][C:7]([C@@H:10]([CH3:14])[CH2:11][OH:12])=[CH:8][CH:9]=1)([O-:3])=[O:2]. (4) Given the reactants [H-].[Na+].[CH2:3]([OH:13])[C:4]1[CH:12]=[CH:11][C:10]2[O:9][CH2:8][O:7][C:6]=2[CH:5]=1.Br[CH2:15][CH2:16][CH2:17][CH3:18], predict the reaction product. The product is: [CH2:15]([O:13][CH2:3][C:4]1[CH:12]=[CH:11][C:10]2[O:9][CH2:8][O:7][C:6]=2[CH:5]=1)[CH2:16][CH2:17][CH3:18]. (5) Given the reactants [C:1]([O:5][C:6](=[O:19])[NH:7][C:8]1[CH:13]=[CH:12][C:11]([C:14]([F:17])([F:16])[F:15])=[CH:10][C:9]=1[NH2:18])([CH3:4])([CH3:3])[CH3:2].C([O:24][C:25](=O)[CH2:26][C:27](=[O:40])[C:28]1[CH:33]=[CH:32][CH:31]=[C:30]([C:34]2[CH:35]=[N:36][CH:37]=[CH:38][CH:39]=2)[CH:29]=1)(C)(C)C, predict the reaction product. The product is: [C:1]([O:5][C:6](=[O:19])[NH:7][C:8]1[CH:13]=[CH:12][C:11]([C:14]([F:17])([F:16])[F:15])=[CH:10][C:9]=1[NH:18][C:25](=[O:24])[CH2:26][C:27](=[O:40])[C:28]1[CH:33]=[CH:32][CH:31]=[C:30]([C:34]2[CH:35]=[N:36][CH:37]=[CH:38][CH:39]=2)[CH:29]=1)([CH3:4])([CH3:2])[CH3:3]. (6) Given the reactants [Cl:1][C:2]1[CH:3]=[C:4]([C:16]([NH:18][C@H:19]([C:21]2[CH:29]=[CH:28][C:24]([C:25]([OH:27])=[O:26])=[CH:23][CH:22]=2)[CH3:20])=[O:17])[C:5](OC2C=CC=C(F)C=2)=[N:6][CH:7]=1.[CH3:30][C:31]1[CH:32]=[C:33]([OH:38])[CH:34]=[C:35]([CH3:37])[CH:36]=1, predict the reaction product. The product is: [Cl:1][C:2]1[CH:3]=[C:4]([C:16]([NH:18][C@H:19]([C:21]2[CH:29]=[CH:28][C:24]([C:25]([OH:27])=[O:26])=[CH:23][CH:22]=2)[CH3:20])=[O:17])[C:5]([O:38][C:33]2[CH:34]=[C:35]([CH3:37])[CH:36]=[C:31]([CH3:30])[CH:32]=2)=[N:6][CH:7]=1. (7) Given the reactants O1CCN([C:7]2[CH2:11][CH2:10][CH2:9][CH:8]=2)CC1.[Br:12][C:13]1[CH:14]=[C:15]([N:19]=[C:20]=[O:21])[CH:16]=[CH:17][CH:18]=1.CCCCCC.C(OCC)(=[O:30])C, predict the reaction product. The product is: [Br:12][C:13]1[CH:14]=[C:15]([NH:19][C:20]([CH:7]2[CH2:8][CH2:9][CH2:10][C:11]2=[O:30])=[O:21])[CH:16]=[CH:17][CH:18]=1. (8) Given the reactants [CH2:1]([N:8]1[CH2:12][CH2:11][C@@H:10]([OH:13])[CH2:9]1)[C:2]1[CH:7]=[CH:6][CH:5]=[CH:4][CH:3]=1.N1C=CN=C1.[Si:19](Cl)([C:32]([CH3:35])([CH3:34])[CH3:33])([C:26]1[CH:31]=[CH:30][CH:29]=[CH:28][CH:27]=1)[C:20]1[CH:25]=[CH:24][CH:23]=[CH:22][CH:21]=1, predict the reaction product. The product is: [CH2:1]([N:8]1[CH2:12][CH2:11][C@@H:10]([O:13][Si:19]([C:32]([CH3:35])([CH3:34])[CH3:33])([C:26]2[CH:27]=[CH:28][CH:29]=[CH:30][CH:31]=2)[C:20]2[CH:25]=[CH:24][CH:23]=[CH:22][CH:21]=2)[CH2:9]1)[C:2]1[CH:3]=[CH:4][CH:5]=[CH:6][CH:7]=1.